Dataset: Forward reaction prediction with 1.9M reactions from USPTO patents (1976-2016). Task: Predict the product of the given reaction. Given the reactants [C:1]([NH:8][C:9]1[CH:14]=[CH:13][N:12]=[CH:11][CH:10]=1)([O:3][C:4]([CH3:7])([CH3:6])[CH3:5])=[O:2].[Li]C(C)(C)C.[Li]CCCC.Br[CH2:26][CH2:27][OH:28].BrC(O)C.C(N1C=CC(N)=CC1)(OC(C)(C)C)=O, predict the reaction product. The product is: [OH:28][CH2:27][CH2:26][C:10]1[CH:11]=[N:12][CH:13]=[CH:14][C:9]=1[NH:8][C:1](=[O:2])[O:3][C:4]([CH3:7])([CH3:6])[CH3:5].